Dataset: Reaction yield outcomes from USPTO patents with 853,638 reactions. Task: Predict the reaction yield, written as a fraction of the theoretical maximum amount of product (1.0 means a 100% yield; for example, 0.34 means a 34% yield). The reactants are FC(F)(F)S(O[Si](C)(C)C)(=O)=O.[CH3:13][N:14]([CH3:40])[CH2:15][CH2:16][CH2:17][NH:18][C:19]([C@@H:21]1[CH2:35][C@H:34]2[C@@H:24]([CH2:25][C:26]3[C:36]4[C:29](=[CH:30][CH:31]=[CH:32][C:33]2=4)[NH:28][CH:27]=3)[N:23]([CH2:37][CH:38]=[CH2:39])[CH2:22]1)=[O:20].C(N(CC)CC)C.[CH2:48]([N:50]=[C:51]=[O:52])[CH3:49].[F-].C([N+](CCCC)(CCCC)CCCC)CCC.C1COCC1. The catalyst is ClCCl. The product is [CH3:49][CH2:48][NH:50][C:51]([N:18]([C:19]([C@H:21]1[CH2:22][N:23]([CH2:37][CH:38]=[CH2:39])[C@H:24]2[C@@H:34]([C:33]3[C:36]4[C:26]([CH2:25]2)=[CH:27][NH:28][C:29]=4[CH:30]=[CH:31][CH:32]=3)[CH2:35]1)=[O:20])[CH2:17][CH2:16][CH2:15][N:14]([CH3:13])[CH3:40])=[O:52]. The yield is 0.682.